This data is from Catalyst prediction with 721,799 reactions and 888 catalyst types from USPTO. The task is: Predict which catalyst facilitates the given reaction. (1) Reactant: [C:1]([C:4]1[CH:9]=[C:8]([Cl:10])[C:7]([NH:11][C:12]2[C:21]3[CH:22]=[CH:23][NH:24][C:25](=[O:26])[C:20]=3[C:19]3[C:14](=[CH:15][CH:16]=[N:17][CH:18]=3)[N:13]=2)=[C:6]([Cl:27])[CH:5]=1)(=O)[CH3:2].Cl.O[NH:30]CC.[C:33]([O-:36])(=O)[CH3:34].[Na+]. Product: [Cl:27][C:6]1[CH:5]=[C:4]([C:1](=[N:30][O:36][CH2:33][CH3:34])[CH3:2])[CH:9]=[C:8]([Cl:10])[C:7]=1[NH:11][C:12]1[C:21]2[CH:22]=[CH:23][NH:24][C:25](=[O:26])[C:20]=2[C:19]2[C:14](=[CH:15][CH:16]=[N:17][CH:18]=2)[N:13]=1. The catalyst class is: 5. (2) Reactant: [Cl:1][C:2]1[CH:3]=[C:4]2[C:9](=[CH:10][CH:11]=1)[NH:8][C:7](=[O:12])[NH:6][C:5]2([CH2:17][NH:18][C:19](=[O:27])[C:20]1[CH:25]=[CH:24][C:23]([F:26])=[CH:22][CH:21]=1)[C:13]([F:16])([F:15])[F:14].CCCCCC. Product: [Cl:1][C:2]1[CH:3]=[C:4]2[C:9](=[CH:10][CH:11]=1)[NH:8][C:7](=[O:12])[NH:6][C@@:5]2([CH2:17][NH:18][C:19](=[O:27])[C:20]1[CH:21]=[CH:22][C:23]([F:26])=[CH:24][CH:25]=1)[C:13]([F:16])([F:14])[F:15]. The catalyst class is: 41. (3) Reactant: [CH2:1]([CH:3]([O:6][C:7]1[CH:12]=[C:11]([CH3:13])[N:10]=[C:9]([NH:14][C:15]2[C:20]([CH3:21])=[CH:19][C:18]([CH3:22])=[CH:17][C:16]=2[CH3:23])[C:8]=1[NH2:24])[CH2:4][CH3:5])[CH3:2].Cl[C:26](Cl)([O:28]C(=O)OC(Cl)(Cl)Cl)Cl.CCN(CC)CC. Product: [CH2:1]([CH:3]([O:6][C:7]1[CH:12]=[C:11]([CH3:13])[N:10]=[C:9]2[N:14]([C:15]3[C:20]([CH3:21])=[CH:19][C:18]([CH3:22])=[CH:17][C:16]=3[CH3:23])[C:26](=[O:28])[NH:24][C:8]=12)[CH2:4][CH3:5])[CH3:2]. The catalyst class is: 1.